Dataset: Experimentally validated miRNA-target interactions with 360,000+ pairs, plus equal number of negative samples. Task: Binary Classification. Given a miRNA mature sequence and a target amino acid sequence, predict their likelihood of interaction. (1) The miRNA is hsa-miR-483-5p with sequence AAGACGGGAGGAAAGAAGGGAG. The protein sequence of the target gene is MALPQGLLTFRDVAIEFSQEEWKCLDPAQRTLYRDVMLENYRNLVSLDISSKCMMKEFSSTAQGNREVIHTGTLQRHESHHTGDFRFQEIDKDIHNLEFQWQEDERNSHEAPMTEIKKLTGSADRYDQRHAGNKPIKDQLGSSFHSHLPELHMFQTQGKIGNQVEKSINDASSISTSQRISCRPKTHISNNYGNNFRNSSLLTQKQEVHMREKSFQCNESGKAFNYSSLLRKHQIIHLGEKQYKCDVCGKVFNRKRNLVCHRRCHTGEKPYRCNECGKTFSQTYSLTCHRRLHTGEKPYK.... Result: 1 (interaction). (2) The miRNA is hsa-miR-5194 with sequence UGAGGGGUUUGGAAUGGGAUGG. The protein sequence of the target gene is MGDVKESKMQITPETPGRIPVLNPFESPSDYSNLHEQTLASPSVFKSTKLPTPGKFRWSIDQLAVINPVEIDPEDIHRQALYLSHSRIDKDVEDKRQKAIEEFFTKDVIVPSPWTDHEGKQLSQCHSSKCTNINSDSPVGKKLTIHSEKSDAACQTLLSLPVDFNLENILGDYFRADEFADQSPGNLSSSSLRRKLFLDGNGSISDSLPSASPGSPHSGVQTSLEMFYSIDLSPVKCRSPLQTPSSGQFSSSPIQASAKKYSLGSITSPSPISSPTFSPIEFQIGETPLSEQRKFTVHSP.... Result: 0 (no interaction). (3) The miRNA is hsa-miR-5586-3p with sequence CAGAGUGACAAGCUGGUUAAAG. The protein sequence of the target gene is METSQGWLVACVLTMTLVWTVAEDVCRAPNGKDGAPGNPGRPGRPGLKGERGEPGAAGIRTGIRGFKGDPGESGPPGKPGNVGLPGPSGPLGDSGPQGLKGVKGNPGNIRDQPRPAFSAIRQNPMTLGNVVIFDKVLTNQESPYQNHTGRFICAVPGFYYFNFQVISKWDLCLFIKSSSGGQPRDSLSFSNTNNKGLFQVLAGGTVLQLRRGDEVWIEKDPAKGRIYQGTEADSIFSGFLIFPSA. Result: 0 (no interaction). (4) The miRNA is hsa-miR-5692a with sequence CAAAUAAUACCACAGUGGGUGU. The protein sequence of the target gene is MAFHVEGLIAIIVFYLLILLVGIWAAWRTKNSGSAEERSEAIIVGGRDIGLLVGGFTMTATWVGGGYINGTAEAVYVPGYGLAWAQAPIGYSLSLILGGLFFAKPMRSKGYVTMLDPFQQIYGKRMGGLLFIPALMGEMFWAAAIFSALGATISVIIDVDMHISVIISALIATLYTLVGGLYSVAYTDVVQLFCIFVGLWISVPFALSHPAVADIGFTAVHAKYQKPWLGTVDSSEVYSWLDSFLLLMLGGIPWQAYFQRVLSSSSATYAQVLSFLAAFGCLVMAIPAILIGAIGASTDW.... Result: 1 (interaction). (5) The protein sequence of the target gene is MLRSTSTVTLLSGGAARTPGAPSRRANVCRLRLTVPPESPVPEQCEKKIERKEQLLDLSNGEPTRKLPQGVVYGVVRRSDQNQQKEMVVYGWSTSQLKEEMNYIKDVRATLEKVRKRMYGDYDEMRQKIRQLTQELSVSHAQQEYLENHIQTQSSALDRFNAMNSALASDSIGLQKTLVDVTLENSNIKDQIRNLQQTYEASMDKLREKQRQLEVAQVENQLLKMKVESSQEANAEVMREMTKKLYSQYEEKLQEEQRKHSAEKEALLEETNSFLKAIEEANKKMQAAEISLEEKDQRIG.... Result: 0 (no interaction). The miRNA is mmu-miR-484 with sequence UCAGGCUCAGUCCCCUCCCGAU.